Dataset: Catalyst prediction with 721,799 reactions and 888 catalyst types from USPTO. Task: Predict which catalyst facilitates the given reaction. (1) Reactant: Br[CH2:2][C:3]([O:5][CH2:6][CH3:7])=[O:4].[CH2:8]([NH:15][CH2:16][C:17]1[CH:22]=[CH:21][CH:20]=[CH:19][CH:18]=1)[C:9]1[CH:14]=[CH:13][CH:12]=[CH:11][CH:10]=1.C(N(CC)CC)C. Product: [CH2:16]([N:15]([CH2:2][C:3]([O:5][CH2:6][CH3:7])=[O:4])[CH2:8][C:9]1[CH:14]=[CH:13][CH:12]=[CH:11][CH:10]=1)[C:17]1[CH:22]=[CH:21][CH:20]=[CH:19][CH:18]=1. The catalyst class is: 1. (2) Reactant: [Br:1][C:2]1[CH:7]=[C:6]([CH3:8])[C:5]([NH:9][C:10](=O)[C:11]2[CH:16]=[CH:15][CH:14]=[N:13][CH:12]=2)=[C:4]([C:18](=[O:20])[NH2:19])[CH:3]=1.[OH-].[Na+]. Product: [Br:1][C:2]1[CH:3]=[C:4]2[C:5](=[C:6]([CH3:8])[CH:7]=1)[N:9]=[C:10]([C:11]1[CH:12]=[N:13][CH:14]=[CH:15][CH:16]=1)[N:19]=[C:18]2[OH:20]. The catalyst class is: 14. (3) Reactant: C(OC([N:8]([CH3:43])[C:9]1[N:13]([CH:14]2[CH2:19][CH2:18][CH2:17][N:16]([C:20](OC(C)(C)C)=[O:21])[CH2:15]2)[N:12]=[C:11]([C:27]2[CH:32]=[CH:31][C:30]([O:33][C:34]3[CH:39]=[CH:38][CH:37]=[CH:36][CH:35]=3)=[CH:29][CH:28]=2)[C:10]=1[C:40](=[O:42])[NH2:41])=O)(C)(C)C.Cl.[CH3:45][CH2:46]N(C(C)C)C(C)C.C(Cl)(=O)C=C. Product: [C:20]([N:16]1[CH2:17][CH2:18][CH2:19][CH:14]([N:13]2[C:9]([NH:8][CH3:43])=[C:10]([C:40]([NH2:41])=[O:42])[C:11]([C:27]3[CH:28]=[CH:29][C:30]([O:33][C:34]4[CH:39]=[CH:38][CH:37]=[CH:36][CH:35]=4)=[CH:31][CH:32]=3)=[N:12]2)[CH2:15]1)(=[O:21])[CH:45]=[CH2:46]. The catalyst class is: 38. (4) Reactant: [OH:1][C:2]1[CH:3]=[C:4]([CH:7]=[C:8]([N+:11]([O-:13])=[O:12])[C:9]=1[OH:10])[CH:5]=O.[CH2:14]([N:16]([CH2:22][CH3:23])[C:17](=[O:21])[CH2:18][C:19]#[N:20])[CH3:15].N1CCCCC1.C(O)(=O)C. Product: [CH3:15][CH2:14][N:16]([C:17](/[C:18](/[C:19]#[N:20])=[CH:5]/[C:4]1[CH:3]=[C:2]([OH:1])[C:9]([OH:10])=[C:8]([N+:11]([O-:13])=[O:12])[CH:7]=1)=[O:21])[CH2:22][CH3:23]. The catalyst class is: 345. (5) Reactant: [O:1]=O.[CH2:3]([C:10](=[CH2:25])[C:11]([CH:13]1[CH2:17][CH2:16][N:15]([C:18]2[CH:23]=[CH:22][CH:21]=[CH:20][CH:19]=2)[C:14]1=[O:24])=[O:12])[C:4]1[CH:9]=[CH:8][CH:7]=[CH:6][CH:5]=1.O. Product: [CH2:3]([C:10](=[CH2:25])[C:11]([C:13]1([OH:1])[CH2:17][CH2:16][N:15]([C:18]2[CH:19]=[CH:20][CH:21]=[CH:22][CH:23]=2)[C:14]1=[O:24])=[O:12])[C:4]1[CH:5]=[CH:6][CH:7]=[CH:8][CH:9]=1. The catalyst class is: 41. (6) Reactant: Br[C:2]1[N:3]=[C:4]2[C:10]([C:11](=[O:16])[C:12]([CH3:15])([CH3:14])[CH3:13])=[CH:9][N:8]([CH2:17][O:18][CH2:19][CH2:20][Si:21]([CH3:24])([CH3:23])[CH3:22])[C:5]2=[N:6][CH:7]=1.[C:25]1([OH:31])[CH:30]=[CH:29][CH:28]=[CH:27][CH:26]=1.P([O-])([O-])([O-])=O.[K+].[K+].[K+].C(P(C(C)(C)C)C1C=CC=CC=1C1C=CC=CC=1N(C)C)(C)(C)C. Product: [CH3:13][C:12]([CH3:15])([CH3:14])[C:11]([C:10]1[C:4]2[C:5](=[N:6][CH:7]=[C:2]([O:31][C:25]3[CH:30]=[CH:29][CH:28]=[CH:27][CH:26]=3)[N:3]=2)[N:8]([CH2:17][O:18][CH2:19][CH2:20][Si:21]([CH3:24])([CH3:23])[CH3:22])[CH:9]=1)=[O:16]. The catalyst class is: 222.